Dataset: Peptide-MHC class I binding affinity with 185,985 pairs from IEDB/IMGT. Task: Regression. Given a peptide amino acid sequence and an MHC pseudo amino acid sequence, predict their binding affinity value. This is MHC class I binding data. (1) The peptide sequence is AVRLVVGPL. The MHC is HLA-B07:02 with pseudo-sequence HLA-B07:02. The binding affinity (normalized) is 0.711. (2) The peptide sequence is WDEWVVEVL. The MHC is Mamu-B01 with pseudo-sequence Mamu-B01. The binding affinity (normalized) is 0.264. (3) The peptide sequence is NIAPLMVAY. The MHC is HLA-A23:01 with pseudo-sequence HLA-A23:01. The binding affinity (normalized) is 0.